Dataset: Forward reaction prediction with 1.9M reactions from USPTO patents (1976-2016). Task: Predict the product of the given reaction. Given the reactants [Br:1][C:2]1[CH:22]=[CH:21][CH:20]=[CH:19][C:3]=1[C:4]([NH:6][C:7]1[C:8]([CH3:18])=[N:9][NH:10][C:11]=1[C:12]1[CH:17]=[CH:16][CH:15]=[CH:14][CH:13]=1)=O.P(Cl)(Cl)(Cl)=O, predict the reaction product. The product is: [Br:1][C:2]1[CH:22]=[CH:21][CH:20]=[CH:19][C:3]=1[C:4]1[C:13]2[CH:14]=[CH:15][CH:16]=[CH:17][C:12]=2[C:11]2[NH:10][N:9]=[C:8]([CH3:18])[C:7]=2[N:6]=1.